From a dataset of Reaction yield outcomes from USPTO patents with 853,638 reactions. Predict the reaction yield, written as a fraction of the theoretical maximum amount of product (1.0 means a 100% yield; for example, 0.34 means a 34% yield). The reactants are [Cl:1][C:2]1[CH:7]=[C:6]([Cl:8])[N:5]=[CH:4][C:3]=1[CH2:9][OH:10].CN(C)C=O.N1C=CN=C1.[C:21]([Si:25](Cl)([CH3:27])[CH3:26])([CH3:24])([CH3:23])[CH3:22]. The catalyst is O. The product is [Si:25]([O:10][CH2:9][C:3]1[C:2]([Cl:1])=[CH:7][C:6]([Cl:8])=[N:5][CH:4]=1)([C:21]([CH3:24])([CH3:23])[CH3:22])([CH3:27])[CH3:26]. The yield is 0.988.